This data is from Retrosynthesis with 50K atom-mapped reactions and 10 reaction types from USPTO. The task is: Predict the reactants needed to synthesize the given product. Given the product CCOC(=O)C1(Cc2ccccc2N)CCNCC1, predict the reactants needed to synthesize it. The reactants are: CCOC(=O)C1(Cc2ccccc2N)CCN(C(=O)OC(C)(C)C)CC1.